Dataset: Catalyst prediction with 721,799 reactions and 888 catalyst types from USPTO. Task: Predict which catalyst facilitates the given reaction. (1) Reactant: FC(F)(F)C(O)=O.C(OC([NH:15][CH2:16][CH2:17][NH:18][C:19]([C:21]1[CH:26]=[CH:25][C:24]([C:27]2[CH:32]=[CH:31][C:30]([CH2:33][C@H:34]([NH:47][C:48]([C@H:50]3[CH2:55][CH2:54][C@H:53]([CH2:56][NH:57]C(=O)OC(C)(C)C)[CH2:52][CH2:51]3)=[O:49])[C:35]([NH:37][C:38]3[CH:46]=[C:45]4[C:41]([CH:42]=[N:43][NH:44]4)=[CH:40][CH:39]=3)=[O:36])=[CH:29][CH:28]=2)=[C:23]([CH3:65])[CH:22]=1)=[O:20])=O)(C)(C)C.[ClH:66]. Product: [ClH:66].[NH2:15][CH2:16][CH2:17][NH:18][C:19]([C:21]1[CH:26]=[CH:25][C:24]([C:27]2[CH:28]=[CH:29][C:30]([CH2:33][C@H:34]([NH:47][C:48]([C@H:50]3[CH2:55][CH2:54][C@H:53]([CH2:56][NH2:57])[CH2:52][CH2:51]3)=[O:49])[C:35]([NH:37][C:38]3[CH:46]=[C:45]4[C:41]([CH:42]=[N:43][NH:44]4)=[CH:40][CH:39]=3)=[O:36])=[CH:31][CH:32]=2)=[C:23]([CH3:65])[CH:22]=1)=[O:20]. The catalyst class is: 12. (2) Reactant: C(=O)([O-])[O-].[K+].[K+].[CH2:7]1[C:11]2[CH:12]=[CH:13][CH:14]=[C:15]([OH:16])[C:10]=2[CH2:9][O:8]1.F[C:18]1[CH:23]=[CH:22][C:21]([N+:24]([O-:26])=[O:25])=[CH:20][CH:19]=1. Product: [N+:24]([C:21]1[CH:22]=[CH:23][C:18]([O:16][C:15]2[C:10]3[CH2:9][O:8][CH2:7][C:11]=3[CH:12]=[CH:13][CH:14]=2)=[CH:19][CH:20]=1)([O-:26])=[O:25]. The catalyst class is: 9. (3) Reactant: [CH:1]([C:4]1[CH:9]=[CH:8][CH:7]=[C:6]([CH:10]([CH3:12])[CH3:11])[C:5]=1[NH:13][C:14]([CH2:16][N:17]([CH2:55][CH2:56][CH2:57][CH2:58][CH3:59])[CH2:18][C:19]1[CH:24]=[CH:23][C:22]([C:25]2[CH:30]=[CH:29][CH:28]=[CH:27][C:26]=2[C:31]2[N:35](C(C3C=CC=CC=3)(C3C=CC=CC=3)C3C=CC=CC=3)[N:34]=[N:33][N:32]=2)=[CH:21][CH:20]=1)=[O:15])([CH3:3])[CH3:2].[ClH:60]. Product: [ClH:60].[CH:10]([C:6]1[CH:7]=[CH:8][CH:9]=[C:4]([CH:1]([CH3:3])[CH3:2])[C:5]=1[NH:13][C:14]([CH2:16][N:17]([CH2:55][CH2:56][CH2:57][CH2:58][CH3:59])[CH2:18][C:19]1[CH:24]=[CH:23][C:22]([C:25]2[CH:30]=[CH:29][CH:28]=[CH:27][C:26]=2[C:31]2[NH:35][N:34]=[N:33][N:32]=2)=[CH:21][CH:20]=1)=[O:15])([CH3:12])[CH3:11]. The catalyst class is: 7. (4) The catalyst class is: 1. Reactant: [CH2:1]([NH2:8])[CH2:2][CH2:3][CH2:4][CH2:5][CH2:6][CH3:7].C(N(C(C)C)C(C)C)C1C=CC=CC=1.[Cl:23][C:24]1[CH:29]=[CH:28][C:27]([CH2:30][C:31](Cl)=[O:32])=[CH:26][CH:25]=1. Product: [Cl:23][C:24]1[CH:29]=[CH:28][C:27]([CH2:30][C:31]([NH:8][CH2:1][CH2:2][CH2:3][CH2:4][CH2:5][CH2:6][CH3:7])=[O:32])=[CH:26][CH:25]=1. (5) Reactant: Br[C:2]1[C:10]2[N:9]=[C:8]([CH:11]([CH3:13])[CH3:12])[N:7]([CH2:14][C:15]3[CH:20]=[CH:19][CH:18]=[C:17]([C:21]([F:24])([F:23])[F:22])[C:16]=3[CH3:25])[C:6]=2[CH:5]=[C:4]([N:26]2[CH2:31][CH2:30][O:29][CH2:28][CH2:27]2)[CH:3]=1.[B:32]1(B2OC(C)(C)C(C)(C)O2)[O:36]C(C)(C)C(C)(C)[O:33]1.CC(C1C=C(C(C)C)C(C2C=CC=CC=2P(C2CCCCC2)C2CCCCC2)=C(C(C)C)C=1)C.C([O-])(=O)C.[K+].Cl. Product: [CH:11]([C:8]1[N:7]([CH2:14][C:15]2[CH:20]=[CH:19][CH:18]=[C:17]([C:21]([F:23])([F:24])[F:22])[C:16]=2[CH3:25])[C:6]2[CH:5]=[C:4]([N:26]3[CH2:27][CH2:28][O:29][CH2:30][CH2:31]3)[CH:3]=[C:2]([B:32]([OH:36])[OH:33])[C:10]=2[N:9]=1)([CH3:13])[CH3:12]. The catalyst class is: 488. (6) Reactant: [C:1]([CH2:4][CH2:5][C:6]1[C:7]([CH3:27])=[C:8](C(O)=O)[NH:9][C:10]=1[CH:11]=[C:12]1[C:20]2[C:15](=[CH:16][C:17]([O:21][CH3:22])=[CH:18][CH:19]=2)[NH:14][C:13]1=[O:23])([OH:3])=[O:2].[OH-].[K+].O.Cl. Product: [CH3:22][O:21][C:17]1[CH:16]=[C:15]2[C:20]([C:12](=[CH:11][C:10]3[NH:9][CH:8]=[C:7]([CH3:27])[C:6]=3[CH2:5][CH2:4][C:1]([OH:3])=[O:2])[C:13](=[O:23])[NH:14]2)=[CH:19][CH:18]=1. The catalyst class is: 196. (7) Reactant: [Cl:1][C:2]1[CH:3]=[C:4]([NH:10][C:11](=[O:17])[O:12][C:13]([CH3:16])([CH3:15])[CH3:14])[CH:5]=[C:6]([Cl:9])[C:7]=1[OH:8].CC1C=CC=C(C)N=1.[F:26][C:27]([F:40])([F:39])[S:28](O[S:28]([C:27]([F:40])([F:39])[F:26])(=[O:30])=[O:29])(=[O:30])=[O:29]. Product: [F:26][C:27]([F:40])([F:39])[S:28]([O:8][C:7]1[C:2]([Cl:1])=[CH:3][C:4]([NH:10][C:11]([O:12][C:13]([CH3:14])([CH3:16])[CH3:15])=[O:17])=[CH:5][C:6]=1[Cl:9])(=[O:30])=[O:29]. The catalyst class is: 4. (8) Reactant: [O:1]1[CH2:6][CH2:5][CH2:4][C@H:3]([C:7]([O:9]CC2C=CC=CC=2)=[O:8])[CH2:2]1. Product: [O:1]1[CH2:6][CH2:5][CH2:4][C@H:3]([C:7]([OH:9])=[O:8])[CH2:2]1. The catalyst class is: 19. (9) Reactant: [C:1]([O:14][C@H:15]([CH2:60][O:61][C:62](=[O:74])[CH2:63][CH2:64][CH2:65][CH2:66][CH2:67][CH2:68][CH2:69][CH2:70][CH2:71][CH2:72][CH3:73])[CH2:16][S:17][CH2:18][C@H:19]([NH:42][C:43](=[O:59])[CH2:44][CH2:45][CH2:46][CH2:47][CH2:48][CH2:49][CH2:50][CH2:51][CH2:52][CH2:53][CH2:54][CH2:55][CH2:56][CH2:57][CH3:58])[C:20](=[O:41])[NH:21][CH2:22][CH2:23][O:24][CH2:25][CH2:26][O:27][CH2:28][CH2:29][O:30][CH2:31][CH2:32][P:33]([O:38]CC)([O:35]CC)=[O:34])(=[O:13])[CH2:2][CH2:3][CH2:4][CH2:5][CH2:6][CH2:7][CH2:8][CH2:9][CH2:10][CH2:11][CH3:12].C[Si](Br)(C)C. Product: [C:1]([O:14][C@H:15]([CH2:60][O:61][C:62](=[O:74])[CH2:63][CH2:64][CH2:65][CH2:66][CH2:67][CH2:68][CH2:69][CH2:70][CH2:71][CH2:72][CH3:73])[CH2:16][S:17][CH2:18][C@H:19]([NH:42][C:43](=[O:59])[CH2:44][CH2:45][CH2:46][CH2:47][CH2:48][CH2:49][CH2:50][CH2:51][CH2:52][CH2:53][CH2:54][CH2:55][CH2:56][CH2:57][CH3:58])[C:20](=[O:41])[NH:21][CH2:22][CH2:23][O:24][CH2:25][CH2:26][O:27][CH2:28][CH2:29][O:30][CH2:31][CH2:32][P:33](=[O:34])([OH:35])[OH:38])(=[O:13])[CH2:2][CH2:3][CH2:4][CH2:5][CH2:6][CH2:7][CH2:8][CH2:9][CH2:10][CH2:11][CH3:12]. The catalyst class is: 2. (10) Reactant: [CH3:1][O:2][C:3]1[CH:9]=[CH:8][C:6](N)=[C:5]([N+:10]([O-:12])=[O:11])[CH:4]=1.Cl.N([O-])=O.[Na+].[I-:18].[K+]. Product: [I:18][C:6]1[CH:8]=[CH:9][C:3]([O:2][CH3:1])=[CH:4][C:5]=1[N+:10]([O-:12])=[O:11]. The catalyst class is: 315.